From a dataset of Full USPTO retrosynthesis dataset with 1.9M reactions from patents (1976-2016). Predict the reactants needed to synthesize the given product. (1) The reactants are: Cl[C:2]1[N:7]=[C:6]2[N:8]([CH:24]3[CH2:29][CH2:28][CH2:27][CH2:26][O:25]3)[N:9]=[C:10]([C:11]3[CH:12]=[C:13]4[C:17](=[CH:18][CH:19]=3)[C:16](=[O:20])[N:15]([CH:21]3[CH2:23][CH2:22]3)[CH2:14]4)[C:5]2=[CH:4][CH:3]=1.[CH3:30][O:31][C:32]1[CH:33]=[C:34](B2OC(C)(C)C(C)(C)O2)[CH:35]=[C:36]([O:38][CH3:39])[CH:37]=1. Given the product [CH:21]1([N:15]2[CH2:14][C:13]3[C:17](=[CH:18][CH:19]=[C:11]([C:10]4[C:5]5[C:6](=[N:7][C:2]([C:34]6[CH:33]=[C:32]([O:31][CH3:30])[CH:37]=[C:36]([O:38][CH3:39])[CH:35]=6)=[CH:3][CH:4]=5)[N:8]([CH:24]5[CH2:29][CH2:28][CH2:27][CH2:26][O:25]5)[N:9]=4)[CH:12]=3)[C:16]2=[O:20])[CH2:23][CH2:22]1, predict the reactants needed to synthesize it. (2) Given the product [CH3:1][O:2][C:3]1[CH:4]=[CH:5][C:6]([CH2:7][C:8]2[S:12][C:11]([NH:13][C:24](=[O:26])[CH2:23][CH2:22][C:18]3[CH:17]=[CH:27][CH:21]=[CH:20][CH:19]=3)=[N:10][CH:9]=2)=[CH:14][CH:15]=1, predict the reactants needed to synthesize it. The reactants are: [CH3:1][O:2][C:3]1[CH:15]=[CH:14][C:6]([CH2:7][C:8]2[S:12][C:11]([NH2:13])=[N:10][CH:9]=2)=[CH:5][CH:4]=1.N1[CH:21]=[CH:20][CH:19]=[C:18]([CH2:22][CH2:23][C:24]([OH:26])=O)[CH:17]=1.[CH:27]1C=CC2N(O)N=NC=2C=1.CCN(CC)CC. (3) Given the product [CH3:32][N:33]([CH3:34])[CH2:35][C:36]#[C:37][C:28]1[CH:29]=[CH:30][C:25](/[C:8](/[C:5]2[CH:6]=[CH:7][C:2]([F:1])=[CH:3][CH:4]=2)=[CH:9]\[CH2:10][O:11][C:12]2[CH:23]=[CH:22][C:15]([O:16][CH2:17][C:18]([O:20][CH3:21])=[O:19])=[C:14]([CH3:24])[CH:13]=2)=[CH:26][CH:27]=1, predict the reactants needed to synthesize it. The reactants are: [F:1][C:2]1[CH:7]=[CH:6][C:5](/[C:8](/[C:25]2[CH:30]=[CH:29][C:28](I)=[CH:27][CH:26]=2)=[CH:9]/[CH2:10][O:11][C:12]2[CH:23]=[CH:22][C:15]([O:16][CH2:17][C:18]([O:20][CH3:21])=[O:19])=[C:14]([CH3:24])[CH:13]=2)=[CH:4][CH:3]=1.[CH3:32][N:33]([CH2:35][C:36]#[CH:37])[CH3:34]. (4) Given the product [N:43]1[CH:44]=[CH:45][CH:46]=[C:41]([CH:38]2[CH2:39][CH2:40][N:36]([C:28]([N:4]3[C:5]4[CH:10]=[C:9]([C:11]([O:13][CH3:14])=[O:12])[CH:8]=[CH:7][C:6]=4[O:1][CH2:2][CH2:3]3)=[O:34])[CH2:37]2)[CH:42]=1, predict the reactants needed to synthesize it. The reactants are: [O:1]1[C:6]2[CH:7]=[CH:8][C:9]([C:11]([O:13][CH3:14])=[O:12])=[CH:10][C:5]=2[NH:4][CH2:3][CH2:2]1.C(N(C(C)C)CC)(C)C.ClC(Cl)(O[C:28](=[O:34])OC(Cl)(Cl)Cl)Cl.[NH:36]1[CH2:40][CH2:39][CH:38]([C:41]2[CH:42]=[N:43][CH:44]=[CH:45][CH:46]=2)[CH2:37]1.C(=O)([O-])O.[Na+]. (5) Given the product [NH:1]1[C:10]2[C:5](=[CH:6][CH:7]=[CH:8][C:9]=2[NH:11][C:12]2[CH:13]=[C:14]3[C:19](=[CH:20][CH:21]=2)[NH:18][CH2:17][CH2:16][CH2:15]3)[CH2:4][CH2:3][CH2:2]1, predict the reactants needed to synthesize it. The reactants are: [N:1]1[C:10]2[C:5](=[CH:6][CH:7]=[CH:8][C:9]=2[NH:11][C:12]2[CH:13]=[C:14]3[C:19](=[CH:20][CH:21]=2)[N:18]=[CH:17][CH:16]=[CH:15]3)[CH:4]=[CH:3][CH:2]=1. (6) The reactants are: [C:1]([O:5][C:6]([N:8]1[CH2:11][C:10]([C@@H:13]([C:15]2[CH:16]=[C:17]3[C:26](=[CH:27][C:28]=2[C:29]([CH3:31])=[CH2:30])[O:25][CH2:24][C:23]2[N:18]3[C@H:19]([CH3:33])[C:20](=[O:32])[NH:21][N:22]=2)[CH3:14])([CH3:12])[CH2:9]1)=[O:7])([CH3:4])([CH3:3])[CH3:2]. Given the product [C:1]([O:5][C:6]([N:8]1[CH2:11][C:10]([C@@H:13]([C:15]2[CH:16]=[C:17]3[C:26](=[CH:27][C:28]=2[CH:29]([CH3:31])[CH3:30])[O:25][CH2:24][C:23]2[N:18]3[C@H:19]([CH3:33])[C:20](=[O:32])[NH:21][N:22]=2)[CH3:14])([CH3:12])[CH2:9]1)=[O:7])([CH3:2])([CH3:3])[CH3:4], predict the reactants needed to synthesize it.